Dataset: Full USPTO retrosynthesis dataset with 1.9M reactions from patents (1976-2016). Task: Predict the reactants needed to synthesize the given product. (1) Given the product [ClH:36].[NH2:1][C:2]1[C:11]2[C:6](=[C:7]([S:12]([N:15]([CH2:27][CH2:28][CH2:29][C:30]3[CH:31]=[CH:32][CH:33]=[CH:34][CH:35]=3)[CH2:16][CH2:17][CH2:18][NH2:19])(=[O:14])=[O:13])[CH:8]=[CH:9][CH:10]=2)[CH:5]=[CH:4][N:3]=1, predict the reactants needed to synthesize it. The reactants are: [NH2:1][C:2]1[C:11]2[C:6](=[C:7]([S:12]([N:15]([CH2:27][CH2:28][CH2:29][C:30]3[CH:35]=[CH:34][CH:33]=[CH:32][CH:31]=3)[CH2:16][CH2:17][CH2:18][NH:19]C(OC(C)(C)C)=O)(=[O:14])=[O:13])[CH:8]=[CH:9][CH:10]=2)[CH:5]=[CH:4][N:3]=1.[ClH:36].CO. (2) Given the product [CH2:1]([N:11]1[CH2:15][CH2:14][C@H:13]([C:16]([O:18][CH2:19][C:20]2[CH:25]=[CH:24][CH:23]=[CH:22][CH:21]=2)=[O:17])[CH2:12]1)[CH3:2], predict the reactants needed to synthesize it. The reactants are: [CH2:1](Br)[CH3:2].FC(F)(F)C(O)=O.[NH:11]1[CH2:15][CH2:14][C@H:13]([C:16]([O:18][CH2:19][C:20]2[CH:25]=[CH:24][CH:23]=[CH:22][CH:21]=2)=[O:17])[CH2:12]1.C(=O)([O-])[O-].[K+].[K+].CN(C=O)C.